This data is from Full USPTO retrosynthesis dataset with 1.9M reactions from patents (1976-2016). The task is: Predict the reactants needed to synthesize the given product. (1) Given the product [Br:35][C:27]1[S:26][C:25]([C:29]([O:31][CH3:32])=[O:30])=[C:24]([NH:23][C:21](=[O:22])[C:20]([F:19])([F:33])[F:34])[CH:28]=1, predict the reactants needed to synthesize it. The reactants are: CC(NC(C)C)C.C([Li])CCC.CCCCCC.[F:19][C:20]([F:34])([F:33])[C:21]([NH:23][C:24]1[CH:28]=[CH:27][S:26][C:25]=1[C:29]([O:31][CH3:32])=[O:30])=[O:22].[Br:35]CCBr. (2) Given the product [O:51]([C:50]1[CH:49]=[CH:12][CH:11]=[CH:10][C:16]=1[CH2:15][N:17]1[CH2:20][CH2:21][C:42]2([CH2:37][CH2:38][N:39]([C:7]([C:6]3[CH:10]=[CH:11][CH:12]=[CH:13][C:5]=3[CH2:4][C:3]([OH:2])=[O:14])=[O:9])[CH2:40][CH2:41]2)[CH2:19][CH2:18]1)[C:52]1[CH:48]=[CH:6][CH:5]=[CH:4][CH:3]=1, predict the reactants needed to synthesize it. The reactants are: C[O:2][C:3](=[O:14])[CH2:4][C:5]1[CH:13]=[CH:12][CH:11]=[CH:10][C:6]=1[C:7]([OH:9])=O.[CH2:15]([N:17]([CH2:20][CH3:21])[CH2:18][CH3:19])[CH3:16].F[P-](F)(F)(F)(F)F.CN(C(=[N+](C)C)ON1[C:38]2=[N:39][CH:40]=[CH:41][CH:42]=[C:37]2N=N1)C.[Li+].[OH-].[CH2:48]1[CH2:52][O:51][CH2:50][CH2:49]1.